Predict the reactants needed to synthesize the given product. From a dataset of Full USPTO retrosynthesis dataset with 1.9M reactions from patents (1976-2016). (1) Given the product [C:1]([CH:4]([C:5]1[N:16]2[C:11]([C:12](=[O:29])[NH:13][C:14]([CH2:17][C:18]3[CH:23]=[CH:22][C:21]([O:24][CH3:25])=[C:20]([O:26][CH2:27][CH3:28])[CH:19]=3)=[N:15]2)=[C:8]([CH3:9])[N:7]=1)[CH2:30][CH2:31][CH2:32][C:33]1[CH:38]=[CH:37][CH:36]=[CH:35][CH:34]=1)(=[O:3])[CH3:2], predict the reactants needed to synthesize it. The reactants are: [C:1]([CH:4]([CH2:30][CH2:31][CH2:32][C:33]1[CH:38]=[CH:37][CH:36]=[CH:35][CH:34]=1)[C:5]([NH:7][CH:8]([C:11]1[C:12](=[O:29])[NH:13][C:14]([CH2:17][C:18]2[CH:23]=[CH:22][C:21]([O:24][CH3:25])=[C:20]([O:26][CH2:27][CH3:28])[CH:19]=2)=[N:15][N:16]=1)[CH2:9]C)=O)(=[O:3])[CH3:2].P(Cl)(Cl)(Cl)=O. (2) Given the product [CH3:23][O:22][C:19]1[CH:20]=[CH:21][C:16]([O:15][C:9]2[C:8]3[C:13](=[CH:14][C:5]([O:4][CH2:3][CH2:2][N:29]4[CH2:34][CH2:33][O:32][CH2:31][CH2:30]4)=[C:6]([O:27][CH3:28])[CH:7]=3)[N:12]=[CH:11][CH:10]=2)=[C:17]([C:24](=[O:26])[CH3:25])[CH:18]=1, predict the reactants needed to synthesize it. The reactants are: Cl[CH2:2][CH2:3][O:4][C:5]1[CH:14]=[C:13]2[C:8]([C:9]([O:15][C:16]3[CH:21]=[CH:20][C:19]([O:22][CH3:23])=[CH:18][C:17]=3[C:24](=[O:26])[CH3:25])=[CH:10][CH:11]=[N:12]2)=[CH:7][C:6]=1[O:27][CH3:28].[NH:29]1[CH2:34][CH2:33][O:32][CH2:31][CH2:30]1.C(=O)([O-])[O-].[K+].[K+].O.